This data is from Full USPTO retrosynthesis dataset with 1.9M reactions from patents (1976-2016). The task is: Predict the reactants needed to synthesize the given product. Given the product [CH2:6]([NH:8][C@H:9]([C:14]([NH:36][C@H:33]1[C@H:31]2[C@H:30]([CH2:29][N:28]([S:25]([C:21]3[CH:22]=[CH:23][CH:24]=[C:19]([C:18]([F:17])([F:37])[F:38])[CH:20]=3)(=[O:26])=[O:27])[CH2:32]2)[CH2:35][CH2:34]1)=[O:16])[CH2:10][CH2:11][CH3:13])[C:40]([CH3:45])([CH3:41])[CH3:39], predict the reactants needed to synthesize it. The reactants are: C(O[C:6]([NH:8][C@H:9]([C:14]([OH:16])=O)[CH2:10][CH:11]([CH3:13])C)=O)(C)(C)C.[F:17][C:18]([F:38])([F:37])[C:19]1[CH:20]=[C:21]([S:25]([N:28]2[CH2:32][C@H:31]3[C@H:33]([NH2:36])[CH2:34][CH2:35][C@H:30]3[CH2:29]2)(=[O:27])=[O:26])[CH:22]=[CH:23][CH:24]=1.[CH2:39](N1C[C@@H]2[C@@H](N)CC[C@@H]2C1)[C:40]1[CH:45]=CC=C[CH:41]=1.